From a dataset of Peptide-MHC class I binding affinity with 185,985 pairs from IEDB/IMGT. Regression. Given a peptide amino acid sequence and an MHC pseudo amino acid sequence, predict their binding affinity value. This is MHC class I binding data. The peptide sequence is SPVLRLFFL. The MHC is HLA-B54:01 with pseudo-sequence HLA-B54:01. The binding affinity (normalized) is 0.